This data is from Catalyst prediction with 721,799 reactions and 888 catalyst types from USPTO. The task is: Predict which catalyst facilitates the given reaction. (1) Reactant: [Cl:1][C:2]1[N:7]=[C:6](Cl)[C:5]([N+:9]([O-:11])=[O:10])=[CH:4][N:3]=1.[N:12]1[C:21]2[C:16](=[CH:17][C:18]([CH2:22][NH2:23])=[CH:19][CH:20]=2)[CH:15]=[CH:14][CH:13]=1.CCN(C(C)C)C(C)C.ClCCl. Product: [Cl:1][C:2]1[N:7]=[C:6]([NH:23][CH2:22][C:18]2[CH:17]=[C:16]3[C:21](=[CH:20][CH:19]=2)[N:12]=[CH:13][CH:14]=[CH:15]3)[C:5]([N+:9]([O-:11])=[O:10])=[CH:4][N:3]=1. The catalyst class is: 12. (2) Reactant: [NH2:1][C:2]1[CH:7]=[CH:6][C:5]([N+:8]([O-:10])=[O:9])=[CH:4][N:3]=1.[C:11]1([CH2:17][C:18](Cl)=[O:19])[CH:16]=[CH:15][CH:14]=[CH:13][CH:12]=1. Product: [N+:8]([C:5]1[CH:6]=[CH:7][C:2]([NH:1][C:18](=[O:19])[CH2:17][C:11]2[CH:16]=[CH:15][CH:14]=[CH:13][CH:12]=2)=[N:3][CH:4]=1)([O-:10])=[O:9]. The catalyst class is: 877. (3) Reactant: I[C:2]1[C:11]2[S:12][C:13]([CH3:16])=[C:14]([CH3:15])[C:10]=2[C:9]([C:17]2[CH:22]=[CH:21][C:20]([O:23]S(C)(=O)=O)=[CH:19][CH:18]=2)=[C:8]2[C:3]=1[CH:4]=[CH:5][CH:6]=[CH:7]2.[C:28]1([SH:34])[CH:33]=[CH:32][CH:31]=[CH:30][CH:29]=1.[OH-].[Na+].Cl. Product: [CH3:16][C:13]1[S:12][C:11]2[C:2]([S:34][C:28]3[CH:33]=[CH:32][CH:31]=[CH:30][CH:29]=3)=[C:3]3[C:8](=[C:9]([C:17]4[CH:18]=[CH:19][C:20]([OH:23])=[CH:21][CH:22]=4)[C:10]=2[C:14]=1[CH3:15])[CH:7]=[CH:6][CH:5]=[CH:4]3. The catalyst class is: 35. (4) Reactant: [Cl:1][C:2]1[S:6][C:5]([C:7]2[O:11][N:10]=[C:9]([CH2:12][N:13]3[C:17]([CH2:18][O:19][CH2:20][CH2:21][O:22][CH2:23][CH2:24][O:25][CH3:26])=[CH:16][C:15]([C:27](O)=[O:28])=[N:14]3)[CH:8]=2)=[CH:4][CH:3]=1.Cl.[CH:31]([N:34]1[CH2:39][CH2:38][CH:37]([NH2:40])[CH2:36][CH2:35]1)([CH3:33])[CH3:32].C1N(P(Cl)(N2C(=O)OCC2)=O)C(=O)OC1. Product: [CH:31]([N:34]1[CH2:39][CH2:38][CH:37]([NH:40][C:27]([C:15]2[CH:16]=[C:17]([CH2:18][O:19][CH2:20][CH2:21][O:22][CH2:23][CH2:24][O:25][CH3:26])[N:13]([CH2:12][C:9]3[CH:8]=[C:7]([C:5]4[S:6][C:2]([Cl:1])=[CH:3][CH:4]=4)[O:11][N:10]=3)[N:14]=2)=[O:28])[CH2:36][CH2:35]1)([CH3:33])[CH3:32]. The catalyst class is: 624. (5) Reactant: [C:1](Cl)(=[O:3])[CH3:2].[Cl:5][C:6]1[CH:7]=[CH:8][C:9]2[N:15]([CH2:16][C:17]([CH3:21])([CH3:20])[CH2:18][OH:19])[C:14](=[O:22])[C@@H:13]([CH2:23][C:24]([NH:26][C:27]3[CH:28]=[C:29]([CH:33]=[CH:34][C:35]=3[CH3:36])[C:30]([OH:32])=[O:31])=[O:25])[O:12][C@H:11]([C:37]3[CH:42]=[CH:41][CH:40]=[C:39]([O:43][CH3:44])[C:38]=3[O:45][CH3:46])[C:10]=2[CH:47]=1.N1C=CC=CC=1.C(OCC)(=O)C. Product: [C:1]([O:19][CH2:18][C:17]([CH3:20])([CH3:21])[CH2:16][N:15]1[C:9]2[CH:8]=[CH:7][C:6]([Cl:5])=[CH:47][C:10]=2[C@@H:11]([C:37]2[CH:42]=[CH:41][CH:40]=[C:39]([O:43][CH3:44])[C:38]=2[O:45][CH3:46])[O:12][C@H:13]([CH2:23][C:24]([NH:26][C:27]2[CH:28]=[C:29]([CH:33]=[CH:34][C:35]=2[CH3:36])[C:30]([OH:32])=[O:31])=[O:25])[C:14]1=[O:22])(=[O:3])[CH3:2]. The catalyst class is: 6.